This data is from Forward reaction prediction with 1.9M reactions from USPTO patents (1976-2016). The task is: Predict the product of the given reaction. (1) Given the reactants Cl[CH2:2][C:3]1[N:12]([C:13]2[CH:18]=[CH:17][CH:16]=[CH:15][C:14]=2[Cl:19])[C:11](=[O:20])[C:10]2[C:5](=[CH:6][CH:7]=[C:8]([F:21])[CH:9]=2)[N:4]=1.O.[SH:23][C:24]1[N:32]=[CH:31][N:30]=[C:29]2[C:25]=1[NH:26][CH:27]=[N:28]2.C([O-])([O-])=O.[K+].[K+], predict the reaction product. The product is: [Cl:19][C:14]1[CH:15]=[CH:16][CH:17]=[CH:18][C:13]=1[N:12]1[C:11](=[O:20])[C:10]2[C:5](=[CH:6][CH:7]=[C:8]([F:21])[CH:9]=2)[N:4]=[C:3]1[CH2:2][S:23][C:24]1[N:32]=[CH:31][N:30]=[C:29]2[C:25]=1[N:26]=[CH:27][NH:28]2. (2) Given the reactants [CH3:1][O:2][C:3]1[C:4]([O:26][CH2:27][CH2:28][CH2:29][O:30][CH3:31])=[CH:5][C:6]2[CH2:15][CH:14]([CH2:16][O:17][CH3:18])[N:13]3[CH:8]([CH2:9][C:10](=[O:24])[C:11]([C:19]([O:21][CH2:22][CH3:23])=[O:20])=[CH:12]3)[C:7]=2[CH:25]=1.C1(Cl)C(=O)C(Cl)=C(Cl)C(=O)C=1Cl, predict the reaction product. The product is: [CH3:1][O:2][C:3]1[C:4]([O:26][CH2:27][CH2:28][CH2:29][O:30][CH3:31])=[CH:5][C:6]2[CH2:15][CH:14]([CH2:16][O:17][CH3:18])[N:13]3[C:8](=[CH:9][C:10](=[O:24])[C:11]([C:19]([O:21][CH2:22][CH3:23])=[O:20])=[CH:12]3)[C:7]=2[CH:25]=1. (3) Given the reactants [CH2:1]([N:3]([N:5]=[CH:6][N:7]1[CH2:12][CH2:11][N:10](C=O)[CH2:9][CH2:8]1)[NH2:4])[CH3:2], predict the reaction product. The product is: [CH2:1]([N:3]([N:5]=[CH:6][N:7]1[CH2:8][CH2:9][NH:10][CH2:11][CH2:12]1)[NH2:4])[CH3:2]. (4) The product is: [F:14][C:10]1[CH:11]=[CH:12][CH:13]=[C:5]2[C:6]=1[C:7](=[O:9])[O:8][C:1](=[O:2])[CH2:4]2. Given the reactants [C:1]([CH2:4][C:5]1[CH:13]=[CH:12][CH:11]=[C:10]([F:14])[C:6]=1[C:7]([OH:9])=[O:8])(O)=[O:2], predict the reaction product. (5) Given the reactants [NH:1]1[CH2:6][CH2:5][CH:4]([C:7]([OH:9])=[O:8])[CH2:3][CH2:2]1.[OH-].[Na+].[C:12](O[C:12]([O:13][C:14]([CH3:17])([CH3:16])[CH3:15])=[O:18])(=[O:18])[O:13][C:14]([CH3:17])([CH3:16])[CH3:15], predict the reaction product. The product is: [CH3:15][C:14]([CH3:17])([O:13][C:12]([N:1]1[CH2:6][CH2:5][CH:4]([C:7]([OH:9])=[O:8])[CH2:3][CH2:2]1)=[O:18])[CH3:16]. (6) Given the reactants [CH3:1][NH2:2].[C:3]1(=[O:14])[C:12]2[C:7](=[CH:8][CH:9]=[CH:10][CH:11]=2)[CH2:6][C:5](=[O:13])[O:4]1, predict the reaction product. The product is: [CH3:1][NH:2][C:5](=[O:13])[CH2:6][C:7]1[CH:8]=[CH:9][CH:10]=[CH:11][C:12]=1[C:3]([OH:4])=[O:14]. (7) Given the reactants [CH2:1]1[C:10]2[C:5](=[CH:6][CH:7]=[C:8]([C:11]#[C:12][Si](C)(C)C)[CH:9]=2)[CH2:4][CH2:3][O:2]1.C(=O)([O-])[O-].[K+].[K+], predict the reaction product. The product is: [C:11]([C:8]1[CH:9]=[C:10]2[C:5]([CH2:4][CH2:3][O:2][CH2:1]2)=[CH:6][CH:7]=1)#[CH:12]. (8) Given the reactants [CH:1]1(/[CH:7]=[CH:8]/[C:9]2[CH:10]=[N:11][CH:12]=[C:13]([CH:16]=2)[CH:14]=[O:15])[CH2:6][CH2:5][CH2:4][CH2:3][CH2:2]1.[CH3:17][C:18]#[N:19], predict the reaction product. The product is: [CH:1]1(/[CH:7]=[CH:8]/[C:9]2[CH:16]=[C:13]([CH:14]([OH:15])[CH2:17][C:18]#[N:19])[CH:12]=[N:11][CH:10]=2)[CH2:6][CH2:5][CH2:4][CH2:3][CH2:2]1.